This data is from Full USPTO retrosynthesis dataset with 1.9M reactions from patents (1976-2016). The task is: Predict the reactants needed to synthesize the given product. (1) Given the product [CH3:16][N:17]([CH3:18])[C:2]1[CH:9]=[CH:8][CH:7]=[CH:6][C:3]=1[CH:4]=[O:5], predict the reactants needed to synthesize it. The reactants are: F[C:2]1[CH:9]=[CH:8][CH:7]=[CH:6][C:3]=1[CH:4]=[O:5].C(=O)([O-])[O-].[K+].[K+].[CH3:16][NH:17][CH3:18].C(O)C. (2) Given the product [Br:1][C:2]1[CH:3]=[CH:4][C:5]([N:8]2[C:12]([CH:13]3[CH2:14][CH2:15]3)=[C:11]([C:16]([OH:18])=[O:17])[CH:10]=[N:9]2)=[CH:6][CH:7]=1, predict the reactants needed to synthesize it. The reactants are: [Br:1][C:2]1[CH:7]=[CH:6][C:5]([N:8]2[C:12]([CH:13]3[CH2:15][CH2:14]3)=[C:11]([C:16]([O:18]CC)=[O:17])[CH:10]=[N:9]2)=[CH:4][CH:3]=1.[OH-].[Na+]. (3) Given the product [O:1]=[C:2]([C:6]1[CH:11]=[CH:10][CH:9]=[CH:8][CH:7]=1)[C:3]([O:5][CH:13]([CH3:14])[CH3:12])=[O:4], predict the reactants needed to synthesize it. The reactants are: [O:1]=[C:2]([C:6]1[CH:11]=[CH:10][CH:9]=[CH:8][CH:7]=1)[C:3]([OH:5])=[O:4].[CH3:12][CH:13](O)[CH3:14].C(=NC1CCCCC1)=NC1CCCCC1. (4) Given the product [S:1]1[C:5]2[CH:6]=[CH:7][C:8]([CH2:10][CH2:11][O:12][CH2:13][CH2:14][CH2:15][N:17]3[CH2:20][CH:19]([OH:21])[CH2:18]3)=[CH:9][C:4]=2[CH:3]=[CH:2]1, predict the reactants needed to synthesize it. The reactants are: [S:1]1[C:5]2[CH:6]=[CH:7][C:8]([CH2:10][CH2:11][O:12][CH2:13][CH2:14][C:15]([N:17]3[CH2:20][CH:19]([OH:21])[CH2:18]3)=O)=[CH:9][C:4]=2[CH:3]=[CH:2]1.[BH4-].[Na+].Cl. (5) Given the product [ClH:31].[CH2:1]([CH:3]([NH:7][C:8]1[CH:13]=[C:12]([F:14])[CH:11]=[CH:10][C:9]=1[CH2:15][NH2:16])[C:4]([OH:6])=[O:5])[CH3:2], predict the reactants needed to synthesize it. The reactants are: [CH2:1]([CH:3]([NH:7][C:8]1[CH:13]=[C:12]([F:14])[CH:11]=[CH:10][C:9]=1[CH2:15][N:16](C(OC(C)(C)C)=O)C(OC(C)(C)C)=O)[C:4]([OH:6])=[O:5])[CH3:2].[ClH:31].C(O)C. (6) The reactants are: [NH2:1][C:2]1[CH:10]=[C:9]([F:11])[CH:8]=[C:7]([F:12])[C:3]=1[C:4]([NH2:6])=[O:5].[C:13]([Si:17]([CH3:33])([CH3:32])[O:18][CH2:19][CH2:20][O:21][C:22]1[C:29]([CH3:30])=[CH:28][C:25]([CH:26]=O)=[CH:24][C:23]=1[CH3:31])([CH3:16])([CH3:15])[CH3:14].S([O-])(O)=O.[Na+].C1(C)C=CC(S(O)(=O)=O)=CC=1. Given the product [C:13]([Si:17]([CH3:33])([CH3:32])[O:18][CH2:19][CH2:20][O:21][C:22]1[C:23]([CH3:31])=[CH:24][C:25]([C:26]2[NH:6][C:4](=[O:5])[C:3]3[C:2](=[CH:10][C:9]([F:11])=[CH:8][C:7]=3[F:12])[N:1]=2)=[CH:28][C:29]=1[CH3:30])([CH3:16])([CH3:15])[CH3:14], predict the reactants needed to synthesize it.